Dataset: Catalyst prediction with 721,799 reactions and 888 catalyst types from USPTO. Task: Predict which catalyst facilitates the given reaction. Reactant: [C:1]([O:5][C:6]([N:8]1[CH2:13][CH2:12][CH:11]([C:14](=O)[NH:15][CH3:16])[CH2:10][CH2:9]1)=[O:7])([CH3:4])([CH3:3])[CH3:2].C1(C)C=CC=CC=1.COCCO[AlH2-]OCCOC.[Na+]. The catalyst class is: 1. Product: [C:1]([O:5][C:6]([N:8]1[CH2:13][CH2:12][CH:11]([CH2:14][NH:15][CH3:16])[CH2:10][CH2:9]1)=[O:7])([CH3:4])([CH3:3])[CH3:2].